From a dataset of CYP1A2 inhibition data for predicting drug metabolism from PubChem BioAssay. Regression/Classification. Given a drug SMILES string, predict its absorption, distribution, metabolism, or excretion properties. Task type varies by dataset: regression for continuous measurements (e.g., permeability, clearance, half-life) or binary classification for categorical outcomes (e.g., BBB penetration, CYP inhibition). Dataset: cyp1a2_veith. (1) The compound is O[C@H]1CO[C@H](OCc2ccccc2)[C@@H](O)[C@H]1O. The result is 0 (non-inhibitor). (2) The drug is CCOc1cc(/C=N/n2cnnc2)c(Br)cc1O. The result is 1 (inhibitor). (3) The drug is O=C(CSc1nnc(-c2ccc(Cl)cc2Cl)n1C1CCCCC1)NC1CCS(=O)(=O)C1. The result is 0 (non-inhibitor). (4) The compound is COc1ccccc1CNC(=O)C1CCN(S(=O)(=O)N2CC(C)CC(C)C2)CC1. The result is 0 (non-inhibitor). (5) The drug is COC(=O)[C@H]1[C@H](c2ccccc2)C(=O)[C@@]2(O)c3ccccc3O[C@@]12c1ccccc1. The result is 0 (non-inhibitor). (6) The drug is O=C(c1csnn1)N1CCC2(CC1)CN(C(c1ccccc1)c1ccccc1)C2. The result is 0 (non-inhibitor). (7) The molecule is O=C(NCC1CCCO1)C(c1cccnc1)N(C(=O)Cc1cccs1)c1ccccc1. The result is 1 (inhibitor).